This data is from Forward reaction prediction with 1.9M reactions from USPTO patents (1976-2016). The task is: Predict the product of the given reaction. (1) Given the reactants [O:1]([C:8]1[CH:13]=[CH:12][C:11]([N:14]2[CH:18]=[CH:17][N:16]([C:19]3[CH:27]=[CH:26][C:25]4[C:21](=[CH:22][N:23]([CH2:28][CH2:29][N:30]5[CH2:34][CH2:33][CH2:32][CH2:31]5)[N:24]=4)[CH:20]=3)[C:15]2=[O:35])=[CH:10][CH:9]=1)[C:2]1[CH:7]=[CH:6][CH:5]=[CH:4][CH:3]=1.[H][H], predict the reaction product. The product is: [O:1]([C:8]1[CH:9]=[CH:10][C:11]([N:14]2[CH2:18][CH2:17][N:16]([C:19]3[CH:27]=[CH:26][C:25]4[C:21](=[CH:22][N:23]([CH2:28][CH2:29][N:30]5[CH2:34][CH2:33][CH2:32][CH2:31]5)[N:24]=4)[CH:20]=3)[C:15]2=[O:35])=[CH:12][CH:13]=1)[C:2]1[CH:7]=[CH:6][CH:5]=[CH:4][CH:3]=1. (2) Given the reactants Br[C:2]1[CH:3]=[C:4]([NH:10][C:11]2[CH:16]=[N:15][CH:14]=[CH:13][N:12]=2)[C:5](=[O:9])[N:6]([CH3:8])[CH:7]=1.[C:17]([O:20][CH2:21][C:22]1[C:23]([N:31]2[CH2:42][CH2:41][N:40]3[C:33](=[CH:34][C:35]4[CH2:36][C:37]([CH3:44])([CH3:43])[CH2:38][C:39]=43)[C:32]2=[O:45])=[N:24][CH:25]=[CH:26][C:27]=1B(O)O)(=[O:19])[CH3:18].[O-]P([O-])([O-])=O.[K+].[K+].[K+].O.O.O.C([O-])(=O)C.[Na+], predict the reaction product. The product is: [C:17]([O:20][CH2:21][C:22]1[C:23]([N:31]2[CH2:42][CH2:41][N:40]3[C:33](=[CH:34][C:35]4[CH2:36][C:37]([CH3:44])([CH3:43])[CH2:38][C:39]=43)[C:32]2=[O:45])=[N:24][CH:25]=[CH:26][C:27]=1[C:2]1[CH:3]=[C:4]([NH:10][C:11]2[CH:16]=[N:15][CH:14]=[CH:13][N:12]=2)[C:5](=[O:9])[N:6]([CH3:8])[CH:7]=1)(=[O:19])[CH3:18]. (3) Given the reactants C(OC([N:8]1[C:13]2[CH:14]=[CH:15][C:16]([O:18][CH2:19][C:20]3[S:21][C:22]([C:31]([F:34])([F:33])[F:32])=[C:23]([C:25]4[CH:30]=[CH:29][CH:28]=[CH:27][CH:26]=4)[CH:24]=3)=[CH:17][C:12]=2[O:11][CH2:10][CH2:9]1)=O)(C)(C)C.[ClH:35].O1CCOCC1, predict the reaction product. The product is: [ClH:35].[C:25]1([C:23]2[CH:24]=[C:20]([CH2:19][O:18][C:16]3[CH:15]=[CH:14][C:13]4[NH:8][CH2:9][CH2:10][O:11][C:12]=4[CH:17]=3)[S:21][C:22]=2[C:31]([F:34])([F:32])[F:33])[CH:26]=[CH:27][CH:28]=[CH:29][CH:30]=1. (4) Given the reactants [Cl:1][C:2]1[CH:7]=[CH:6][C:5]([CH:8]2[CH2:10][N:9]2[S:11]([C:14]2[CH:19]=[CH:18][C:17]([N+:20]([O-:22])=[O:21])=[CH:16][CH:15]=2)(=[O:13])=[O:12])=[CH:4][CH:3]=1.[CH3:23][OH:24], predict the reaction product. The product is: [Cl:1][C:2]1[CH:7]=[CH:6][C:5]([CH:8]([O:24][CH3:23])[CH2:10][NH:9][S:11]([C:14]2[CH:19]=[CH:18][C:17]([N+:20]([O-:22])=[O:21])=[CH:16][CH:15]=2)(=[O:13])=[O:12])=[CH:4][CH:3]=1.